This data is from Reaction yield outcomes from USPTO patents with 853,638 reactions. The task is: Predict the reaction yield, written as a fraction of the theoretical maximum amount of product (1.0 means a 100% yield; for example, 0.34 means a 34% yield). The reactants are [Br:1][C:2]1[C:3]2[N:11]([CH2:12][CH3:13])[C:10]([C:14]([C:17]#[N:18])=[N:15][OH:16])=[N:9][C:4]=2[C:5]([Cl:8])=[N:6][CH:7]=1.C([N:21](CC)CC)C.NO. The catalyst is O1CCOCC1.CO. The product is [Br:1][C:2]1[C:3]2[N:11]([CH2:12][CH3:13])[C:10]([C:14]3[C:17]([NH2:21])=[N:18][O:16][N:15]=3)=[N:9][C:4]=2[C:5]([Cl:8])=[N:6][CH:7]=1. The yield is 0.560.